Dataset: Full USPTO retrosynthesis dataset with 1.9M reactions from patents (1976-2016). Task: Predict the reactants needed to synthesize the given product. (1) The reactants are: [Br:1][C:2]1[CH:13]=[C:12]([CH3:14])[CH:11]=[CH:10][C:3]=1[C:4](N(C)OC)=O.[H-].[CH2:16]([Al+]CC(C)C)C(C)C.[Cl-].[NH4+:26].S([O-])([O-])(=O)=O.[Na+].[Na+].[CH3:34][OH:35]. Given the product [Br:1][C:2]1[CH:13]=[C:12]([CH3:14])[CH:11]=[CH:10][C:3]=1[C:4]1[O:35][CH:34]=[N:26][CH:16]=1, predict the reactants needed to synthesize it. (2) Given the product [ClH:1].[N:2]12[CH2:9][CH2:8][CH:5]([CH2:6][CH2:7]1)[C@@H:4]([NH:10][C:11]([C:13]1[O:14][C:15]3[C:21]([C:22]4[CH:30]=[CH:29][CH:28]=[C:24]([C:25]([N:32]([CH2:33][CH3:34])[CH3:31])=[O:26])[CH:23]=4)=[CH:20][CH:19]=[CH:18][C:16]=3[CH:17]=1)=[O:12])[CH2:3]2, predict the reactants needed to synthesize it. The reactants are: [ClH:1].[N:2]12[CH2:9][CH2:8][CH:5]([CH2:6][CH2:7]1)[C@@H:4]([NH:10][C:11]([C:13]1[O:14][C:15]3[C:21]([C:22]4[CH:23]=[C:24]([CH:28]=[CH:29][CH:30]=4)[C:25](O)=[O:26])=[CH:20][CH:19]=[CH:18][C:16]=3[CH:17]=1)=[O:12])[CH2:3]2.[CH3:31][NH:32][CH2:33][CH3:34]. (3) Given the product [CH3:19][N:16]1[CH2:15][CH2:14][N:13]([C:11]([C:3]2[CH:4]=[CH:5][CH:6]=[C:7]([N+:8]([O-:10])=[O:9])[C:2]=2[CH:1]=[CH:25][N:23]2[CH2:22][CH2:30][CH2:29][CH2:24]2)=[O:12])[CH2:18][CH2:17]1, predict the reactants needed to synthesize it. The reactants are: [CH3:1][C:2]1[C:7]([N+:8]([O-:10])=[O:9])=[CH:6][CH:5]=[CH:4][C:3]=1[C:11]([N:13]1[CH2:18][CH2:17][N:16]([CH3:19])[CH2:15][CH2:14]1)=[O:12].CO[CH:22](OC)[N:23]([CH3:25])[CH3:24].N1CC[CH2:30][CH2:29]1.[OH-].[Na+]. (4) Given the product [NH:17]1[C:25]2=[N:24][CH:23]=[CH:22][CH:21]=[C:20]2[C:19]([CH:26]=[C:8]2[O:7][C:6]([NH:5][CH2:4][CH2:3][O:2][CH3:1])=[C:10]([C:11]([O:13][CH2:14][CH3:15])=[O:12])[C:9]2=[O:16])=[CH:18]1, predict the reactants needed to synthesize it. The reactants are: [CH3:1][O:2][CH2:3][CH2:4][NH:5][C:6]1[O:7][CH2:8][C:9](=[O:16])[C:10]=1[C:11]([O:13][CH2:14][CH3:15])=[O:12].[NH:17]1[C:25]2[C:20](=[CH:21][CH:22]=[CH:23][N:24]=2)[C:19]([CH:26]=O)=[CH:18]1.